From a dataset of Catalyst prediction with 721,799 reactions and 888 catalyst types from USPTO. Predict which catalyst facilitates the given reaction. Reactant: [Br:1][C:2]1[CH:3]=[C:4]2[C:8](=[CH:9][CH:10]=1)[NH:7][N:6]=[CH:5]2.[O:11]1[CH:16]=[CH:15][CH2:14][CH2:13][CH2:12]1.C1(C)C=CC(S([O-])(=O)=O)=CC=1.[NH+]1C=CC=CC=1. The catalyst class is: 4. Product: [Br:1][C:2]1[CH:3]=[C:4]2[C:8](=[CH:9][CH:10]=1)[N:7]([CH:12]1[CH2:13][CH2:14][CH2:15][CH2:16][O:11]1)[N:6]=[CH:5]2.